This data is from Forward reaction prediction with 1.9M reactions from USPTO patents (1976-2016). The task is: Predict the product of the given reaction. Given the reactants [OH:1][C:2]1[C:9]([OH:10])=[CH:8][CH:7]=[CH:6][C:3]=1[CH:4]=O.[CH2:11]([O:13][CH:14]([O:17][CH2:18][CH3:19])[CH2:15][NH2:16])[CH3:12], predict the reaction product. The product is: [CH2:11]([O:13][CH:14]([O:17][CH2:18][CH3:19])[CH2:15]/[N:16]=[CH:4]/[C:3]1[CH:6]=[CH:7][CH:8]=[C:9]([OH:10])[C:2]=1[OH:1])[CH3:12].